Dataset: Forward reaction prediction with 1.9M reactions from USPTO patents (1976-2016). Task: Predict the product of the given reaction. Given the reactants [BH4-].[Na+].C[O:4][C:5]([C:7]1[CH:12]=[C:11]([Br:13])[CH:10]=[CH:9][N:8]=1)=O, predict the reaction product. The product is: [Br:13][C:11]1[CH:10]=[CH:9][N:8]=[C:7]([CH2:5][OH:4])[CH:12]=1.